This data is from Catalyst prediction with 721,799 reactions and 888 catalyst types from USPTO. The task is: Predict which catalyst facilitates the given reaction. (1) Reactant: C([O:3][C:4](=O)[CH:5]=[C:6]([O:19][C:20]1[CH:25]=[CH:24][CH:23]=[CH:22][C:21]=1[Cl:26])[CH2:7][NH:8][CH:9]([C:15]([O:17][CH3:18])=[O:16])[CH2:10][C:11]([F:14])([F:13])[F:12])C. Product: [CH3:18][O:17][C:15](=[O:16])[CH:9]([N:8]1[CH2:7][C:6]([O:19][C:20]2[CH:25]=[CH:24][CH:23]=[CH:22][C:21]=2[Cl:26])=[CH:5][C:4]1=[O:3])[CH2:10][C:11]([F:14])([F:13])[F:12]. The catalyst class is: 10. (2) Reactant: Cl.[NH2:2][CH2:3][CH2:4][NH:5][C:6](=[O:16])[C:7]1[CH:12]=[CH:11][C:10]([O:13][CH2:14][CH3:15])=[CH:9][CH:8]=1.CCN(C(C)C)C(C)C.CN(C(ON1N=NC2C=CC=NC1=2)=[N+](C)C)C.F[P-](F)(F)(F)(F)F.[CH3:50][C:51]1[C:55]([C:56](O)=[O:57])=[CH:54][N:53]([C:59]2[CH:64]=[CH:63][CH:62]=[CH:61][CH:60]=2)[N:52]=1. Product: [CH2:14]([O:13][C:10]1[CH:11]=[CH:12][C:7]([C:6]([NH:5][CH2:4][CH2:3][NH:2][C:56]([C:55]2[C:51]([CH3:50])=[N:52][N:53]([C:59]3[CH:60]=[CH:61][CH:62]=[CH:63][CH:64]=3)[CH:54]=2)=[O:57])=[O:16])=[CH:8][CH:9]=1)[CH3:15]. The catalyst class is: 1. (3) Reactant: CN1CCOCC1.C(OC(Cl)=O)C(C)C.[F:16][C:17]1[N:22]=[C:21]([C:23]([OH:25])=O)[CH:20]=[CH:19][CH:18]=1.Cl.[CH3:27][O:28][NH:29][CH3:30]. Product: [CH3:27][O:28][N:29]([CH3:30])[C:23]([C:21]1[CH:20]=[CH:19][CH:18]=[C:17]([F:16])[N:22]=1)=[O:25]. The catalyst class is: 2.